From a dataset of Reaction yield outcomes from USPTO patents with 853,638 reactions. Predict the reaction yield, written as a fraction of the theoretical maximum amount of product (1.0 means a 100% yield; for example, 0.34 means a 34% yield). (1) The reactants are Br[C:2]1[CH:3]=[CH:4][C:5]2[C:6]3[CH2:15][N:14]([C:16]([O:18][C:19]([CH3:22])([CH3:21])[CH3:20])=[O:17])[CH2:13][CH2:12][C:7]=3[N:8]([CH3:11])[C:9]=2[CH:10]=1.[CH2:23]([C:31]1[CH:36]=[CH:35][NH:34][C:33](=[O:37])[CH:32]=1)[CH2:24][C:25]1[CH:30]=[CH:29][CH:28]=[CH:27][CH:26]=1. No catalyst specified. The product is [CH3:11][N:8]1[C:9]2[CH:10]=[C:2]([N:34]3[CH:35]=[CH:36][C:31]([CH2:23][CH2:24][C:25]4[CH:26]=[CH:27][CH:28]=[CH:29][CH:30]=4)=[CH:32][C:33]3=[O:37])[CH:3]=[CH:4][C:5]=2[C:6]2[CH2:15][N:14]([C:16]([O:18][C:19]([CH3:22])([CH3:21])[CH3:20])=[O:17])[CH2:13][CH2:12][C:7]1=2. The yield is 0.480. (2) The reactants are [CH3:1][O:2][C:3]1[C:11]2[N:10]=[C:9]([CH2:12][CH2:13][CH3:14])[NH:8][C:7]=2[CH:6]=[CH:5][CH:4]=1.Br[CH2:16][C:17]1[CH:36]=[CH:35][C:20]2/[C:21](=[C:31](/[CH3:34])\[C:32]#[N:33])/[C:22]3[CH:29]=[CH:28][C:27]([F:30])=[CH:26][C:23]=3[O:24][CH2:25][C:19]=2[CH:18]=1. No catalyst specified. The product is [F:30][C:27]1[CH:28]=[CH:29][C:22]2=[C:23]([CH:26]=1)[O:24][CH2:25][C:19]1[CH:18]=[C:17]([CH2:16][N:8]3[C:7]4[CH:6]=[CH:5][CH:4]=[C:3]([O:2][CH3:1])[C:11]=4[N:10]=[C:9]3[CH2:12][CH2:13][CH3:14])[CH:36]=[CH:35][C:20]=1/[C:21]/2=[C:31](/[CH3:34])\[C:32]#[N:33]. The yield is 0.540. (3) The reactants are [CH3:1][C:2]1[CH:3]=[C:4]([O:9][CH2:10][C:11]([CH3:17])([CH3:16])[C:12]([O:14][CH3:15])=[O:13])[CH:5]=[CH:6][C:7]=1C.[Cl:18][S:19]([OH:22])(=O)=[O:20].Cl[CH2:24]Cl. No catalyst specified. The product is [Cl:18][S:19]([C:7]1[C:6]([CH3:24])=[CH:5][C:4]([O:9][CH2:10][C:11]([CH3:16])([CH3:17])[C:12]([O:14][CH3:15])=[O:13])=[CH:3][C:2]=1[CH3:1])(=[O:22])=[O:20]. The yield is 0.290.